From a dataset of Full USPTO retrosynthesis dataset with 1.9M reactions from patents (1976-2016). Predict the reactants needed to synthesize the given product. (1) Given the product [CH3:6][O:7][C:8]([C:10]1[CH:15]=[CH:14][CH:13]=[CH:12][C:11]=1[S:1][Cl:5])=[O:9], predict the reactants needed to synthesize it. The reactants are: [S:1]([Cl:5])(Cl)(=O)=O.[CH3:6][O:7][C:8]([C:10]1[CH:15]=[CH:14][CH:13]=[CH:12][C:11]=1SS[C:11]1[CH:12]=[CH:13][CH:14]=[CH:15][C:10]=1[C:8]([O:7][CH3:6])=[O:9])=[O:9]. (2) Given the product [F:1][C:2]1[C:18]([CH3:19])=[C:17]([B:20]2[O:24][C:23]([CH3:25])([CH3:26])[C:22]([CH3:28])([CH3:27])[O:21]2)[CH:16]=[CH:15][C:3]=1[OH:4], predict the reactants needed to synthesize it. The reactants are: [F:1][C:2]1[C:18]([CH3:19])=[C:17]([B:20]2[O:24][C:23]([CH3:26])([CH3:25])[C:22]([CH3:28])([CH3:27])[O:21]2)[CH:16]=[CH:15][C:3]=1[O:4][Si](C(C)C)(C(C)C)C(C)C.CCCC[N+](CCCC)(CCCC)CCCC.[F-]. (3) Given the product [CH3:15][O:14][C:12]1[CH:13]=[C:4]2[C:5](=[CH:10][CH:11]=1)[C:6](=[O:7])[NH:18][N:17]=[C:1]2[CH3:2], predict the reactants needed to synthesize it. The reactants are: [C:1]([C:4]1[CH:13]=[C:12]([O:14][CH3:15])[CH:11]=[CH:10][C:5]=1[C:6](OC)=[O:7])(=O)[CH3:2].O.[NH2:17][NH2:18]. (4) The reactants are: [F:1][C:2]1[CH:7]=[CH:6][C:5]([C:8]2[NH:9][C:10](=[S:20])[NH:11][C:12]=2[C:13]2[CH:18]=[CH:17][N:16]=[C:15]([OH:19])[CH:14]=2)=[CH:4][CH:3]=1.Br[C:22]1[CH:27]=[CH:26][CH:25]=[CH:24][CH:23]=1.C1(C)C=CC=CC=1.C(O)C.C(=O)([O-])[O-].[Na+].[Na+].O.N#N. Given the product [F:1][C:2]1[CH:3]=[CH:4][C:5]([C:8]2[N:9]=[C:10]([S:20][C:22]3[CH:27]=[CH:26][CH:25]=[CH:24][CH:23]=3)[NH:11][C:12]=2[C:13]2[CH:18]=[CH:17][NH:16][C:15](=[O:19])[CH:14]=2)=[CH:6][CH:7]=1, predict the reactants needed to synthesize it.